Dataset: TCR-epitope binding with 47,182 pairs between 192 epitopes and 23,139 TCRs. Task: Binary Classification. Given a T-cell receptor sequence (or CDR3 region) and an epitope sequence, predict whether binding occurs between them. (1) The epitope is GLCTLVAML. The TCR CDR3 sequence is CSARDRVGNGHTF. Result: 1 (the TCR binds to the epitope). (2) The epitope is HTTDPSFLGRY. The TCR CDR3 sequence is CASTPGGYEQYF. Result: 1 (the TCR binds to the epitope). (3) The epitope is IVDTVSALV. The TCR CDR3 sequence is CASSLTGMGTYGYTF. Result: 0 (the TCR does not bind to the epitope). (4) The epitope is LEPLVDLPI. The TCR CDR3 sequence is CSNYNEQFF. Result: 0 (the TCR does not bind to the epitope). (5) The epitope is FLRGRAYGL. Result: 0 (the TCR does not bind to the epitope). The TCR CDR3 sequence is CASSSGSYEQYF. (6) The epitope is FLPRVFSAV. The TCR CDR3 sequence is CASSLGGGQETQYF. Result: 1 (the TCR binds to the epitope). (7) The epitope is IVTDFSVIK. Result: 1 (the TCR binds to the epitope). The TCR CDR3 sequence is CSVEGGDRGYEQYF.